Predict the reactants needed to synthesize the given product. From a dataset of Full USPTO retrosynthesis dataset with 1.9M reactions from patents (1976-2016). Given the product [CH3:1][O:2][C:3]1[C:4]([O:17][CH2:18][CH2:19][CH2:20][O:21][CH3:22])=[CH:5][C:6]2[CH2:7][CH:8]([C:13]3([CH3:16])[CH2:14][CH2:15]3)[N:9]3[CH:10]([CH2:34][C:33](=[O:35])[C:27]([C:28]([O:30][CH2:31][CH3:32])=[O:29])=[CH:26]3)[C:11]=2[CH:12]=1, predict the reactants needed to synthesize it. The reactants are: [CH3:1][O:2][C:3]1[CH:12]=[C:11]2[C:6]([CH2:7][CH:8]([C:13]3([CH3:16])[CH2:15][CH2:14]3)[N:9]=[CH:10]2)=[CH:5][C:4]=1[O:17][CH2:18][CH2:19][CH2:20][O:21][CH3:22].C(O[CH:26]=[C:27]([C:33](=[O:35])[CH3:34])[C:28]([O:30][CH2:31][CH3:32])=[O:29])C.